This data is from Catalyst prediction with 721,799 reactions and 888 catalyst types from USPTO. The task is: Predict which catalyst facilitates the given reaction. (1) Reactant: [Br:1][C:2]1[CH:3]=[C:4]2[C:9](=[CH:10][CH:11]=1)[N:8]([C:12](=O)[CH2:13]Cl)[CH2:7][CH2:6][CH2:5]2.C(=O)([O-])[O-].[K+].[K+].[CH3:22][NH:23][CH2:24][CH2:25][OH:26]. Product: [Br:1][C:2]1[CH:3]=[C:4]2[C:9](=[CH:10][CH:11]=1)[N:8]([CH2:12][CH2:13][N:23]([CH3:22])[CH2:24][CH2:25][OH:26])[CH2:7][CH2:6][CH2:5]2. The catalyst class is: 47. (2) Reactant: Br[C:2]1[C:3]2[CH:10]=[C:9]([C:11]([F:14])([F:13])[F:12])[CH:8]=[CH:7][C:4]=2[S:5][CH:6]=1.[Cu][C:16]#[N:17].C(N(CC)C(=O)C)C.C(N)CN. Product: [C:16]([C:2]1[C:3]2[CH:10]=[C:9]([C:11]([F:14])([F:13])[F:12])[CH:8]=[CH:7][C:4]=2[S:5][CH:6]=1)#[N:17]. The catalyst class is: 6. (3) Reactant: Cl.[Cl:2][CH2:3][CH2:4][CH2:5][C:6]#[C:7][C:8]([NH2:11])([CH3:10])[CH3:9].C(N(CC)CC)C.[Br:19][CH:20]([CH2:24][CH3:25])[C:21](Br)=[O:22].O. Product: [Br:19][CH:20]([CH2:24][CH3:25])[C:21]([NH:11][C:8]([CH3:10])([CH3:9])[C:7]#[C:6][CH2:5][CH2:4][CH2:3][Cl:2])=[O:22]. The catalyst class is: 4.